This data is from Forward reaction prediction with 1.9M reactions from USPTO patents (1976-2016). The task is: Predict the product of the given reaction. (1) Given the reactants [C:1]([O:5][C:6]([N:8]1[C:12]2=[N:13][CH:14]=[CH:15][CH:16]=[C:11]2[CH2:10][CH:9]1[C:17]([O-:19])=O)=[O:7])([CH3:4])([CH3:3])[CH3:2].[Li+].C(=O)(O)[O-].[NH4+].C[N:27](C(ON1N=NC2C=CC=NC1=2)=[N+](C)C)C.F[P-](F)(F)(F)(F)F.C(N(CC)CC)C, predict the reaction product. The product is: [C:17]([CH:9]1[N:8]([C:6]([O:5][C:1]([CH3:2])([CH3:3])[CH3:4])=[O:7])[C:12]2=[N:13][CH:14]=[CH:15][CH:16]=[C:11]2[CH2:10]1)(=[O:19])[NH2:27]. (2) Given the reactants [F:1][C:2]([CH3:38])([CH3:37])[CH2:3][N:4]1[CH2:9][CH2:8][CH:7]([CH2:10][O:11][C:12]2[CH:17]=[CH:16][C:15]([C:18]3[C:19]([C:24]([N:26]4[CH2:31][CH2:30][CH2:29][CH:28]([C:32]([O:34]CC)=[O:33])[CH2:27]4)=[O:25])=[CH:20][CH:21]=[CH:22][CH:23]=3)=[CH:14][CH:13]=2)[CH2:6][CH2:5]1.CO.[Li+].[OH-].Cl, predict the reaction product. The product is: [F:1][C:2]([CH3:38])([CH3:37])[CH2:3][N:4]1[CH2:9][CH2:8][CH:7]([CH2:10][O:11][C:12]2[CH:13]=[CH:14][C:15]([C:18]3[C:19]([C:24]([N:26]4[CH2:31][CH2:30][CH2:29][CH:28]([C:32]([OH:34])=[O:33])[CH2:27]4)=[O:25])=[CH:20][CH:21]=[CH:22][CH:23]=3)=[CH:16][CH:17]=2)[CH2:6][CH2:5]1. (3) Given the reactants [N+:1]([C:4]1[CH:13]=[C:12]2[C:7]([CH:8]=[N:9][NH:10][C:11]2=[O:14])=[CH:6][CH:5]=1)([O-:3])=[O:2].Cl.Cl[CH2:17][C:18]1[CH:23]=[CH:22][CH:21]=[CH:20][N:19]=1, predict the reaction product. The product is: [N+:1]([C:4]1[CH:13]=[C:12]2[C:7]([CH:8]=[N:9][N:10]([CH2:17][C:18]3[CH:23]=[CH:22][CH:21]=[CH:20][N:19]=3)[C:11]2=[O:14])=[CH:6][CH:5]=1)([O-:3])=[O:2].